This data is from Reaction yield outcomes from USPTO patents with 853,638 reactions. The task is: Predict the reaction yield, written as a fraction of the theoretical maximum amount of product (1.0 means a 100% yield; for example, 0.34 means a 34% yield). (1) The reactants are [CH:1]1([C:4]([N:6]2[CH2:11][CH2:10][C:9]([CH2:13][N:14]3[C:19](=[O:20])[C:18]4[S:21][N:22]=[C:23]([C:24]5[CH:29]=[CH:28][CH:27]=[C:26]([OH:30])[CH:25]=5)[C:17]=4[N:16]=[CH:15]3)([OH:12])[CH2:8][CH2:7]2)=[O:5])[CH2:3][CH2:2]1.O[CH2:32][CH2:33][N:34]1[CH2:38][CH2:37][NH:36][C:35]1=[O:39].C1(P(C2C=CC=CC=2)C2C=CC=CC=2)C=CC=CC=1.CCOC(/N=N/C(OCC)=O)=O. The catalyst is O1CCCC1. The product is [CH:1]1([C:4]([N:6]2[CH2:7][CH2:8][C:9]([CH2:13][N:14]3[C:19](=[O:20])[C:18]4[S:21][N:22]=[C:23]([C:24]5[CH:29]=[CH:28][CH:27]=[C:26]([O:30][CH2:32][CH2:33][N:34]6[CH2:38][CH2:37][NH:36][C:35]6=[O:39])[CH:25]=5)[C:17]=4[N:16]=[CH:15]3)([OH:12])[CH2:10][CH2:11]2)=[O:5])[CH2:3][CH2:2]1. The yield is 0.0500. (2) The reactants are [NH:1]1[CH2:5][CH2:4][CH2:3][CH2:2]1.[CH2:6]([N:13]1[CH2:18][CH2:17][C:16](=O)[CH2:15][CH2:14]1)[C:7]1[CH:12]=[CH:11][CH:10]=[CH:9][CH:8]=1. The catalyst is C1(C)C=CC=CC=1. The product is [CH2:6]([N:13]1[CH2:14][CH:15]=[C:16]([N:1]2[CH2:5][CH2:4][CH2:3][CH2:2]2)[CH2:17][CH2:18]1)[C:7]1[CH:12]=[CH:11][CH:10]=[CH:9][CH:8]=1. The yield is 1.00. (3) The reactants are [N:1]1([C:7]2[N:12]=[C:11]([C:13]3[C:14]([C:20]([F:23])([F:22])[F:21])=[CH:15][C:16]([NH2:19])=[N:17][CH:18]=3)[CH:10]=[C:9]([N:24]3[CH2:29][CH2:28][O:27][CH2:26][CH2:25]3)[N:8]=2)[CH2:6][CH2:5][O:4][CH2:3][CH2:2]1.CC(C)=O.[ClH:34]. The catalyst is C(O)(C)C. The product is [ClH:34].[N:1]1([C:7]2[N:12]=[C:11]([C:13]3[C:14]([C:20]([F:23])([F:21])[F:22])=[CH:15][C:16]([NH2:19])=[N:17][CH:18]=3)[CH:10]=[C:9]([N:24]3[CH2:25][CH2:26][O:27][CH2:28][CH2:29]3)[N:8]=2)[CH2:2][CH2:3][O:4][CH2:5][CH2:6]1. The yield is 0.881. (4) The reactants are [NH2:1][C:2]1[CH:9]=[CH:8][CH:7]=[C:6]([F:10])[C:3]=1[CH2:4][NH2:5].[CH2:11](C(CC)(CC)C([O-])([O-])[O-])[CH3:12]. The catalyst is C(O)C. The product is [F:10][C:6]1[CH:7]=[CH:8][CH:9]=[C:2]2[C:3]=1[CH2:4][NH:5][C:11]([CH3:12])=[N:1]2. The yield is 0.570. (5) The reactants are [CH3:1][O:2][C:3]1[C:8]([O:9][CH3:10])=[C:7]([O:11][CH3:12])[CH:6]=[C:5]([CH3:13])[C:4]=1[CH:14]([C:16]1[C:17]([F:24])=[N:18][CH:19]=[C:20]([CH3:23])[C:21]=1[I:22])[OH:15]. The catalyst is C1(C)C=CC=CC=1.[O-2].[O-2].[Mn+4]. The product is [CH3:1][O:2][C:3]1[C:8]([O:9][CH3:10])=[C:7]([O:11][CH3:12])[CH:6]=[C:5]([CH3:13])[C:4]=1[C:14]([C:16]1[C:17]([F:24])=[N:18][CH:19]=[C:20]([CH3:23])[C:21]=1[I:22])=[O:15]. The yield is 0.650. (6) The catalyst is N1C=CC=CC=1. The reactants are [O:1]1[CH:5]=[CH:4][CH:3]=[C:2]1[C:6](Cl)=[O:7].[CH2:9]([N:16]1[C:25]2[C:20](=[CH:21][C:22]([Cl:26])=[CH:23][CH:24]=2)[C:19]([N:27]2[CH2:32][CH2:31][NH:30][CH2:29][CH2:28]2)=[C:18]([C:33]#[N:34])[C:17]1=[O:35])[C:10]1[CH:15]=[CH:14][CH:13]=[CH:12][CH:11]=1. The yield is 0.760. The product is [CH2:9]([N:16]1[C:25]2[C:20](=[CH:21][C:22]([Cl:26])=[CH:23][CH:24]=2)[C:19]([N:27]2[CH2:32][CH2:31][N:30]([C:6]([C:2]3[O:1][CH:5]=[CH:4][CH:3]=3)=[O:7])[CH2:29][CH2:28]2)=[C:18]([C:33]#[N:34])[C:17]1=[O:35])[C:10]1[CH:15]=[CH:14][CH:13]=[CH:12][CH:11]=1.